From a dataset of Reaction yield outcomes from USPTO patents with 853,638 reactions. Predict the reaction yield, written as a fraction of the theoretical maximum amount of product (1.0 means a 100% yield; for example, 0.34 means a 34% yield). (1) The reactants are C([O:8][C:9]1[CH:18]=[C:17]2[C:12]([C:13]([O:19][C:20]3[CH:25]=[CH:24][C:23]([N+:26]([O-])=O)=[CH:22][CH:21]=3)=[CH:14][CH:15]=[N:16]2)=[CH:11][C:10]=1[O:29][CH3:30])C1C=CC=CC=1.C(O[K])=O. The catalyst is CO.O.CCOC(C)=O.[Pd]. The product is [NH2:26][C:23]1[CH:24]=[CH:25][C:20]([O:19][C:13]2[C:12]3[C:17](=[CH:18][C:9]([OH:8])=[C:10]([O:29][CH3:30])[CH:11]=3)[N:16]=[CH:15][CH:14]=2)=[CH:21][CH:22]=1. The yield is 0.955. (2) The reactants are [Cl:1][C:2]1[CH:3]=[C:4]([CH:16]=[CH:17][C:18]=1[Cl:19])[CH2:5][O:6][C:7]1[CH:12]=[CH:11][C:10]([C:13](=[O:15])[CH3:14])=[CH:9][CH:8]=1.C1CNC(=O)C1.[Br:26][Br-]Br. The catalyst is CO.C(Cl)Cl. The product is [Br:26][CH2:14][C:13]([C:10]1[CH:9]=[CH:8][C:7]([O:6][CH2:5][C:4]2[CH:16]=[CH:17][C:18]([Cl:19])=[C:2]([Cl:1])[CH:3]=2)=[CH:12][CH:11]=1)=[O:15]. The yield is 1.00. (3) The reactants are [CH2:1]([O:3][C:4]([C:6]1[CH:7]=[C:8]2[C:13](=[CH:14][CH:15]=1)[NH:12][CH:11]([C:16]1[CH:21]=[CH:20][CH:19]=[C:18]([NH2:22])[CH:17]=1)[C:10]([CH3:24])([CH3:23])[CH2:9]2)=[O:5])[CH3:2].N1C=CC=CC=1.[N:31]1([C:37](Cl)=[O:38])[CH2:36][CH2:35][CH2:34][CH2:33][CH2:32]1. The catalyst is ClCCl. The product is [CH2:1]([O:3][C:4]([C:6]1[CH:7]=[C:8]2[C:13](=[CH:14][CH:15]=1)[NH:12][CH:11]([C:16]1[CH:21]=[CH:20][CH:19]=[C:18]([NH:22][C:37]([N:31]3[CH2:36][CH2:35][CH2:34][CH2:33][CH2:32]3)=[O:38])[CH:17]=1)[C:10]([CH3:23])([CH3:24])[CH2:9]2)=[O:5])[CH3:2]. The yield is 1.00. (4) The reactants are [CH3:1][S:2](Cl)(=[O:4])=[O:3].N1C=CC=CC=1.[C:12]([O:16][C:17]([N:19]1[CH2:24][CH2:23][N:22]([C:25]2[CH:30]=[CH:29][C:28]([NH:31][C:32]([NH:34][C:35]3[CH:40]=[C:39]([Cl:41])[CH:38]=[CH:37][C:36]=3[NH2:42])=[O:33])=[CH:27][CH:26]=2)[CH2:21][CH2:20]1)=[O:18])([CH3:15])([CH3:14])[CH3:13].C(OC(C)C)(C)C. The catalyst is O. The product is [C:12]([O:16][C:17]([N:19]1[CH2:24][CH2:23][N:22]([C:25]2[CH:26]=[CH:27][C:28]([NH:31][C:32]([NH:34][C:35]3[CH:40]=[C:39]([Cl:41])[CH:38]=[CH:37][C:36]=3[NH:42][S:2]([CH3:1])(=[O:4])=[O:3])=[O:33])=[CH:29][CH:30]=2)[CH2:21][CH2:20]1)=[O:18])([CH3:15])([CH3:13])[CH3:14]. The yield is 0.820. (5) The reactants are [Cl:1][C:2]1[CH:24]=[CH:23][C:5]([O:6][CH2:7][CH:8]2[CH2:13][NH:12][CH2:11][CH2:10][N:9]2[C:14]2[CH:19]=[CH:18][C:17]([CH:20]([CH3:22])[CH3:21])=[CH:16][CH:15]=2)=[CH:4][CH:3]=1.Cl.C(OCC)(=O)C. The catalyst is C(OCC)(=O)C. The product is [ClH:1].[Cl:1][C:2]1[CH:24]=[CH:23][C:5]([O:6][CH2:7][CH:8]2[CH2:13][NH:12][CH2:11][CH2:10][N:9]2[C:14]2[CH:19]=[CH:18][C:17]([CH:20]([CH3:21])[CH3:22])=[CH:16][CH:15]=2)=[CH:4][CH:3]=1. The yield is 0.820. (6) The reactants are Cl[C:2]([O:4][CH2:5][C:6]1[CH:11]=[CH:10][CH:9]=[CH:8][CH:7]=1)=[O:3].[C:12]([O:16][C:17](=[O:31])[CH2:18][NH:19][CH2:20][C:21]1[CH:26]=[CH:25][C:24]([N+:27]([O-:29])=[O:28])=[CH:23][C:22]=1[NH2:30])([CH3:15])([CH3:14])[CH3:13].C(N(CC)CC)C. The catalyst is C(Cl)Cl. The product is [C:12]([O:16][C:17](=[O:31])[CH2:18][N:19]([CH2:20][C:21]1[CH:26]=[CH:25][C:24]([N+:27]([O-:29])=[O:28])=[CH:23][C:22]=1[NH2:30])[C:2]([O:4][CH2:5][C:6]1[CH:11]=[CH:10][CH:9]=[CH:8][CH:7]=1)=[O:3])([CH3:15])([CH3:13])[CH3:14]. The yield is 0.620. (7) The reactants are [CH2:1]([O:3][C:4](=[O:17])[C:5](=O)[CH2:6][C:7]([C:9]1[CH:14]=[CH:13][CH:12]=[C:11]([Cl:15])[CH:10]=1)=[O:8])[CH3:2].Cl.[NH2:19]O. The catalyst is CO. The product is [CH2:1]([O:3][C:4]([C:5]1[CH:6]=[C:7]([C:9]2[CH:14]=[CH:13][CH:12]=[C:11]([Cl:15])[CH:10]=2)[O:8][N:19]=1)=[O:17])[CH3:2]. The yield is 0.710. (8) The reactants are [CH3:1][NH:2][CH3:3].Cl.[CH3:5][NH:6]C.[C:8]([O:12][C:13]([N:15]1[CH2:20][CH2:19][C:18](=O)[CH2:17][CH2:16]1)=[O:14])([CH3:11])([CH3:10])[CH3:9].Cl.[C-]#N.[K+]. The catalyst is CO.O.CCOC(C)=O.CCCCCC. The product is [C:8]([O:12][C:13]([N:15]1[CH2:20][CH2:19][C:18]([C:5]#[N:6])([N:2]([CH3:3])[CH3:1])[CH2:17][CH2:16]1)=[O:14])([CH3:11])([CH3:10])[CH3:9]. The yield is 0.900. (9) The reactants are [Br:1][C:2]1[C:3]([N:10]2[N:14]=[CH:13][CH:12]=[N:11]2)=[C:4]([N+:7]([O-])=O)[S:5][CH:6]=1.C(O)(=O)C. The catalyst is [Fe].O. The product is [Br:1][C:2]1[C:3]([N:10]2[N:14]=[CH:13][CH:12]=[N:11]2)=[C:4]([NH2:7])[S:5][CH:6]=1. The yield is 0.660.